From a dataset of Forward reaction prediction with 1.9M reactions from USPTO patents (1976-2016). Predict the product of the given reaction. (1) Given the reactants [Si]([O:8][C:9]1[CH:14]=[CH:13][C:12]([C:15]2[CH:20]=[C:19]([O:21][CH3:22])[CH:18]=[CH:17][C:16]=2[F:23])=[C:11]([CH2:24][C:25]2([C:29]#[N:30])[CH2:28][CH2:27][CH2:26]2)[CH:10]=1)(C(C)(C)C)(C)C.[F-].C([N+](CCCC)(CCCC)CCCC)CCC.[Cl-].[NH4+], predict the reaction product. The product is: [F:23][C:16]1[CH:17]=[CH:18][C:19]([O:21][CH3:22])=[CH:20][C:15]=1[C:12]1[CH:13]=[CH:14][C:9]([OH:8])=[CH:10][C:11]=1[CH2:24][C:25]1([C:29]#[N:30])[CH2:26][CH2:27][CH2:28]1. (2) Given the reactants [CH3:1][O:2][C:3]1[C:8]([O:9][CH3:10])=[CH:7][CH:6]=[C:5]([C:11]2[C:20]3[C:15](=[CH:16][CH:17]=[CH:18][C:19]=3[N+]([O-])=O)[CH:14]=[N:13][CH:12]=2)[C:4]=1[OH:24].C(=O)([O-])[O-].[K+].[K+].O, predict the reaction product. The product is: [CH3:1][O:2][C:3]1[C:4]2[O:24][C:19]3[C:20]4[C:15]([CH:16]=[CH:17][CH:18]=3)=[CH:14][N:13]=[CH:12][C:11]=4[C:5]=2[CH:6]=[CH:7][C:8]=1[O:9][CH3:10]. (3) Given the reactants [NH:1]1[CH2:6][CH2:5][CH2:4][C@@H:3]([N:7]2[CH:11]=[C:10]([O:12][C:13]3[N:14]=[C:15]([OH:23])[C:16]4[CH:22]=[CH:21][N:20]=[CH:19][C:17]=4[N:18]=3)[CH:9]=[N:8]2)[CH2:2]1.[C:24](Cl)(=[O:31])[C:25]1[CH:30]=[CH:29][CH:28]=[CH:27][CH:26]=1, predict the reaction product. The product is: [C:24]([N:1]1[CH2:6][CH2:5][CH2:4][C@@H:3]([N:7]2[CH:11]=[C:10]([O:12][C:13]3[N:14]=[C:15]([OH:23])[C:16]4[CH:22]=[CH:21][N:20]=[CH:19][C:17]=4[N:18]=3)[CH:9]=[N:8]2)[CH2:2]1)(=[O:31])[C:25]1[CH:30]=[CH:29][CH:28]=[CH:27][CH:26]=1. (4) Given the reactants Br[C:2]1[CH:3]=[N:4][C:5]2[C:10]([CH:11]=1)=[CH:9][C:8]([CH2:12][C:13]([OH:15])=[O:14])=[CH:7][CH:6]=2.[CH3:16][N:17]1[CH:21]=[C:20](B2OC(C)(C)C(C)(C)O2)[CH:19]=[N:18]1.O1CCOCC1.C(=O)([O-])[O-].[K+].[K+], predict the reaction product. The product is: [CH3:16][N:17]1[CH:21]=[C:20]([C:2]2[CH:3]=[N:4][C:5]3[C:10]([CH:11]=2)=[CH:9][C:8]([CH2:12][C:13]([OH:15])=[O:14])=[CH:7][CH:6]=3)[CH:19]=[N:18]1.